Dataset: NCI-60 drug combinations with 297,098 pairs across 59 cell lines. Task: Regression. Given two drug SMILES strings and cell line genomic features, predict the synergy score measuring deviation from expected non-interaction effect. Drug 1: CC12CCC(CC1=CCC3C2CCC4(C3CC=C4C5=CN=CC=C5)C)O. Drug 2: CC1C(C(=O)NC(C(=O)N2CCCC2C(=O)N(CC(=O)N(C(C(=O)O1)C(C)C)C)C)C(C)C)NC(=O)C3=C4C(=C(C=C3)C)OC5=C(C(=O)C(=C(C5=N4)C(=O)NC6C(OC(=O)C(N(C(=O)CN(C(=O)C7CCCN7C(=O)C(NC6=O)C(C)C)C)C)C(C)C)C)N)C. Cell line: U251. Synergy scores: CSS=26.4, Synergy_ZIP=14.0, Synergy_Bliss=17.3, Synergy_Loewe=18.0, Synergy_HSA=17.4.